Dataset: Forward reaction prediction with 1.9M reactions from USPTO patents (1976-2016). Task: Predict the product of the given reaction. (1) The product is: [C:2]([OH:14])(=[O:13])[CH2:3][C:4]([CH2:9][C:10]([OH:12])=[O:11])([C:6]([OH:8])=[O:7])[OH:5].[CH3:15][N:16]1[C:20]([CH:21]([C:27]2[CH:32]=[CH:31][CH:30]=[CH:29][CH:28]=2)[O:22][CH2:23][CH2:24][NH:25][CH3:26])=[CH:19][CH:18]=[N:17]1. Given the reactants O.[C:2]([OH:14])(=[O:13])[CH2:3][C:4]([CH2:9][C:10]([OH:12])=[O:11])([C:6]([OH:8])=[O:7])[OH:5].[CH3:15][N:16]1[C:20]([CH:21]([C:27]2[CH:32]=[CH:31][CH:30]=[CH:29][CH:28]=2)[O:22][CH2:23][CH2:24][NH:25][CH3:26])=[CH:19][CH:18]=[N:17]1, predict the reaction product. (2) Given the reactants CCN(CC)CC.[C:8]([O:12][C:13](=[O:29])[N:14]=[C:15]([NH:21][C:22]([O:24][C:25]([CH3:28])([CH3:27])[CH3:26])=[O:23])N1C=CC=N1)([CH3:11])([CH3:10])[CH3:9].[NH2:30][CH2:31][C:32]1([C:35]2[O:39][C:38]([CH:40]3[CH2:46][CH2:45][C@@H:44]4[CH2:47][N:41]3[C:42](=[O:56])[N:43]4[O:48][CH2:49][C:50]3[CH:55]=[CH:54][CH:53]=[CH:52][CH:51]=3)=[N:37][N:36]=2)[CH2:34][CH2:33]1, predict the reaction product. The product is: [C:25]([O:24][C:22]([N:21]=[C:15]([NH:14][C:13]([O:12][C:8]([CH3:11])([CH3:10])[CH3:9])=[O:29])[NH:30][CH2:31][C:32]1([C:35]2[O:39][C:38]([CH:40]3[CH2:46][CH2:45][C@@H:44]4[CH2:47][N:41]3[C:42](=[O:56])[N:43]4[O:48][CH2:49][C:50]3[CH:55]=[CH:54][CH:53]=[CH:52][CH:51]=3)=[N:37][N:36]=2)[CH2:33][CH2:34]1)=[O:23])([CH3:28])([CH3:27])[CH3:26].